Predict the reactants needed to synthesize the given product. From a dataset of Full USPTO retrosynthesis dataset with 1.9M reactions from patents (1976-2016). (1) Given the product [ClH:26].[OH:40][C:37]1[CH:38]=[CH:39][C:34]([CH:33]([C:41]2[CH:42]=[CH:43][C:44]([OH:47])=[CH:45][CH:46]=2)[CH2:32][NH:31][C:22]2[N:21]=[C:20]([Cl:27])[N:19]=[C:18]3[C:23]=2[N:24]=[CH:25][N:17]3[C@@H:15]2[CH2:16][C@H:12]([NH:7][C:8](=[O:11])[CH2:9][CH3:10])[C@@H:13]([OH:29])[C@H:14]2[OH:28])=[CH:35][CH:36]=1, predict the reactants needed to synthesize it. The reactants are: C(OC(=O)[N:7]([C@H:12]1[CH2:16][C@@H:15]([N:17]2[CH:25]=[N:24][C:23]3[C:18]2=[N:19][C:20]([Cl:27])=[N:21][C:22]=3[Cl:26])[C@H:14]([OH:28])[C@@H:13]1[OH:29])[C:8](=[O:11])[CH2:9][CH3:10])(C)(C)C.[NH2:31][CH2:32][CH:33]([C:41]1[CH:46]=[CH:45][C:44]([OH:47])=[CH:43][CH:42]=1)[C:34]1[CH:39]=[CH:38][C:37]([OH:40])=[CH:36][CH:35]=1.CCN(C(C)C)C(C)C. (2) The reactants are: [F:1][C:2]([F:14])([F:13])[O:3][C:4]1[CH:12]=[CH:11][C:7]([C:8](Cl)=[O:9])=[CH:6][CH:5]=1.Cl[C:16]1[CH:17]=[C:18]([NH:24][NH2:25])[CH:19]=[CH:20][C:21]=1[O:22][CH3:23].N1C=CC=[CH:28][CH:27]=1. Given the product [CH:27](=[N:25][N:24]([C:18]1[CH:19]=[CH:20][C:21]([O:22][CH3:23])=[CH:16][CH:17]=1)[C:8](=[O:9])[C:7]1[CH:11]=[CH:12][C:4]([O:3][C:2]([F:14])([F:13])[F:1])=[CH:5][CH:6]=1)[CH3:28], predict the reactants needed to synthesize it.